From a dataset of Full USPTO retrosynthesis dataset with 1.9M reactions from patents (1976-2016). Predict the reactants needed to synthesize the given product. (1) Given the product [C:1]([O:5][C:6]([N:8]1[CH2:9][CH2:10][N:11]([C:14]2[CH:19]=[CH:18][CH:17]=[CH:16][C:15]=2[C:20](=[O:21])[NH:29][C:30]2[CH:35]=[CH:34][CH:33]=[CH:32][CH:31]=2)[CH2:12][CH2:13]1)=[O:7])([CH3:2])([CH3:3])[CH3:4], predict the reactants needed to synthesize it. The reactants are: [C:1]([O:5][C:6]([N:8]1[CH2:13][CH2:12][N:11]([C:14]2[CH:19]=[CH:18][CH:17]=[CH:16][C:15]=2[C:20](O)=[O:21])[CH2:10][CH2:9]1)=[O:7])([CH3:4])([CH3:3])[CH3:2].C(Cl)(=O)C(Cl)=O.[NH2:29][C:30]1[CH:35]=[CH:34][CH:33]=[CH:32][CH:31]=1.C(N(C(C)C)CC)(C)C. (2) Given the product [F:1][C:2]1[CH:7]=[CH:6][CH:5]=[CH:4][C:3]=1[C:8]1[C:12]([C:13]([N:42]2[CH2:41][CH2:40][N:39]([C:45]3[CH:50]=[CH:49][CH:48]=[CH:47][C:46]=3[OH:51])[CH2:44][CH2:43]2)=[O:15])=[C:11]([CH3:16])[O:10][N:9]=1, predict the reactants needed to synthesize it. The reactants are: [F:1][C:2]1[CH:7]=[CH:6][CH:5]=[CH:4][C:3]=1[C:8]1[C:12]([C:13]([OH:15])=O)=[C:11]([CH3:16])[O:10][N:9]=1.Cl.C(N=C=NCCCN(C)C)C.OC1C2N=NNC=2C=CC=1.[N:39]1([C:45]2[CH:50]=[CH:49][CH:48]=[CH:47][C:46]=2[OH:51])[CH2:44][CH2:43][NH:42][CH2:41][CH2:40]1. (3) Given the product [CH2:7]([C:20]1[CH:3]([CH2:1][CH3:2])[CH:5]([CH3:6])[C:18](=[O:21])[C:19]=1[CH3:22])[CH3:8], predict the reactants needed to synthesize it. The reactants are: [CH2:1]([C:3]([CH2:5][CH3:6])=O)[CH3:2].[CH2:7](OC(=O)C)[CH2:8]CC.[Cl-].[Mg+2].[Cl-].[CH:18](=[O:21])[CH2:19][CH3:20].[C:22](O)(=O)C. (4) Given the product [OH:15][CH2:14][CH2:13][S:6][C:3]([CH3:5])([CH3:4])[CH2:2][C:7]([OH:9])=[O:8], predict the reactants needed to synthesize it. The reactants are: N[C@@H:2]([C:7]([OH:9])=[O:8])[C:3]([SH:6])([CH3:5])[CH3:4].[OH-].[Na+].Br[CH2:13][CH2:14][OH:15].C(=O)([O-])[O-].[Na+].[Na+]. (5) The reactants are: [CH3:1][C:2]1[NH:3][C:4]2[C:9]([CH:10]=1)=[CH:8][C:7]([CH3:11])=[CH:6][CH:5]=2.Cl[C:13]1[C:22]2[C:17](=[CH:18][C:19]([CH3:23])=[CH:20][CH:21]=2)[N:16]=[CH:15][CH:14]=1. Given the product [CH3:1][C:2]1[NH:3][C:4]2[C:9]([C:10]=1[C:13]1[C:22]3[C:17](=[CH:18][C:19]([CH3:23])=[CH:20][CH:21]=3)[N:16]=[CH:15][CH:14]=1)=[CH:8][C:7]([CH3:11])=[CH:6][CH:5]=2, predict the reactants needed to synthesize it. (6) The reactants are: [NH2:1][CH2:2][CH2:3][NH:4][C:5]([O:7][C:8]([CH3:11])([CH3:10])[CH3:9])=[O:6].C(N(CC)CC)C.[CH3:19][S:20](Cl)(=[O:22])=[O:21]. Given the product [CH3:19][S:20]([NH:1][CH2:2][CH2:3][NH:4][C:5]([O:7][C:8]([CH3:11])([CH3:10])[CH3:9])=[O:6])(=[O:22])=[O:21], predict the reactants needed to synthesize it. (7) Given the product [Br:1][C:2]1[CH:6]=[N:5][N:4]([CH:7]([CH3:9])[CH3:8])[C:3]=1[C:10]1[CH:11]=[C:12]([NH:18][C:28]([NH:27][C:22]2[CH:23]=[CH:24][C:25]([F:26])=[C:20]([F:19])[CH:21]=2)=[O:29])[CH:13]=[CH:14][C:15]=1[O:16][CH3:17], predict the reactants needed to synthesize it. The reactants are: [Br:1][C:2]1[CH:6]=[N:5][N:4]([CH:7]([CH3:9])[CH3:8])[C:3]=1[C:10]1[CH:11]=[C:12]([NH2:18])[CH:13]=[CH:14][C:15]=1[O:16][CH3:17].[F:19][C:20]1[CH:21]=[C:22]([N:27]=[C:28]=[O:29])[CH:23]=[CH:24][C:25]=1[F:26]. (8) Given the product [F:1][C:2]([F:17])([F:18])[C:3]1[CH:4]=[CH:5][C:6](/[CH:9]=[CH:10]/[CH:11]=[CH:12]/[CH:13]=[CH:14]/[CH:15]=[O:16])=[CH:7][CH:8]=1, predict the reactants needed to synthesize it. The reactants are: [F:1][C:2]([F:18])([F:17])[C:3]1[CH:8]=[CH:7][C:6](/[CH:9]=[CH:10]/[CH:11]=[CH:12]/[CH:13]=[CH:14]/[CH2:15][OH:16])=[CH:5][CH:4]=1.